This data is from Full USPTO retrosynthesis dataset with 1.9M reactions from patents (1976-2016). The task is: Predict the reactants needed to synthesize the given product. Given the product [C:14]1([S:19]([NH2:22])(=[O:21])=[O:20])[C:13]([S:10]([NH2:9])(=[O:12])=[O:11])=[CH:18][CH:17]=[CH:16][CH:15]=1, predict the reactants needed to synthesize it. The reactants are: B(Br)(Br)Br.C([NH:9][S:10]([C:13]1[C:14]([S:19]([NH:22]C(C)(C)C)(=[O:21])=[O:20])=[CH:15][CH:16]=[CH:17][CH:18]=1)(=[O:12])=[O:11])(C)(C)C.